This data is from Full USPTO retrosynthesis dataset with 1.9M reactions from patents (1976-2016). The task is: Predict the reactants needed to synthesize the given product. Given the product [N:21]1[C:15]2[C:16](=[CH:17][CH:12]=[CH:13][CH:14]=2)[CH:18]=[C:19]([N:22]=[C:23]2[N:4]([CH2:5][CH:10]([CH3:11])[CH3:9])[CH2:26][CH:27]([CH2:28][CH:29]([CH3:31])[CH3:30])[S:24]2)[CH:20]=1, predict the reactants needed to synthesize it. The reactants are: NC1C=[N:4][C:5]2[C:10]([CH:11]=1)=[CH:9]C=CC=2.[CH:12]1[CH:17]=[C:16]2[CH:18]=[C:19]([N:22]=[C:23]=[S:24])[CH:20]=[N:21][C:15]2=[CH:14][CH:13]=1.O[CH2:26][C@@H:27](N)[CH2:28][CH:29]([CH3:31])[CH3:30].COC(=O)[C@H](CC(C)C)N.OCCN.CC(C)C[C@H](NCC(C)C)CO.[Cl-].C([NH3+])C(C)C.